This data is from Full USPTO retrosynthesis dataset with 1.9M reactions from patents (1976-2016). The task is: Predict the reactants needed to synthesize the given product. (1) Given the product [CH3:1][C:2]1[SH:3]([CH2:24][CH:25]2[CH2:30][CH2:29][O:28][CH2:27][CH2:26]2)[C:4]2[CH:10]=[C:9]3[C:11]4([CH2:21][O:22][C:8]3=[CH:7][C:5]=2[N:6]=1)[C:19]1[C:14](=[CH:15][CH:16]=[CH:17][CH:18]=1)[NH:13][C:12]4=[O:20], predict the reactants needed to synthesize it. The reactants are: [CH3:1][C:2]1[S:3][C:4]2[CH:10]=[C:9]3[C:11]4([CH2:21][O:22][C:8]3=[CH:7][C:5]=2[N:6]=1)[C:19]1[C:14](=[CH:15][CH:16]=[CH:17][CH:18]=1)[NH:13][C:12]4=[O:20].Br[CH2:24][CH:25]1[CH2:30][CH2:29][O:28][CH2:27][CH2:26]1.BrCC1CCCCO1. (2) The reactants are: P([O:13][CH2:14][CH2:15][N:16]([CH2:18][CH2:19][CH2:20][CH2:21][O:22][C:23]1[CH:32]=[C:31]2[C:26]([C:27]([NH:33][C:34]3[CH:38]=[C:37]([CH2:39][C:40]([NH:42][C:43]4[CH:48]=[CH:47][CH:46]=[C:45]([F:49])[C:44]=4[F:50])=[O:41])[NH:36][N:35]=3)=[N:28][CH:29]=[N:30]2)=[CH:25][CH:24]=1)[CH3:17])(OC(C)(C)C)(OC(C)(C)C)=O.CNCCO. Given the product [F:50][C:44]1[C:45]([F:49])=[CH:46][CH:47]=[CH:48][C:43]=1[NH:42][C:40](=[O:41])[CH2:39][C:37]1[NH:36][N:35]=[C:34]([NH:33][C:27]2[C:26]3[C:31](=[CH:32][C:23]([O:22][CH2:21][CH2:20][CH2:19][CH2:18][N:16]([CH2:15][CH2:14][OH:13])[CH3:17])=[CH:24][CH:25]=3)[N:30]=[CH:29][N:28]=2)[CH:38]=1, predict the reactants needed to synthesize it.